Task: Predict the reaction yield, written as a fraction of the theoretical maximum amount of product (1.0 means a 100% yield; for example, 0.34 means a 34% yield).. Dataset: Reaction yield outcomes from USPTO patents with 853,638 reactions (1) The reactants are [CH3:1][N:2]1[CH:6]=[C:5]([C:7]2[N:12]=[C:11]3[N:13]([CH2:16][C@@H:17]4[CH2:22][N:21]([C:23]5[N:28]=[CH:27][C:26]([C:29]6[CH:44]=[CH:43][C:32]([CH2:33][N:34]7[CH2:39][CH2:38][N:37]([C:40](=[O:42])[CH3:41])[CH2:36][CH2:35]7)=[CH:31][CH:30]=6)=[CH:25][N:24]=5)[CH2:20][CH2:19][O:18]4)[N:14]=[N:15][C:10]3=[N:9][CH:8]=2)[CH:4]=[N:3]1.[ClH:45]. The catalyst is C(Cl)Cl.O1CCOCC1. The product is [ClH:45].[CH3:1][N:2]1[CH:6]=[C:5]([C:7]2[N:12]=[C:11]3[N:13]([CH2:16][C@@H:17]4[CH2:22][N:21]([C:23]5[N:24]=[CH:25][C:26]([C:29]6[CH:30]=[CH:31][C:32]([CH2:33][N:34]7[CH2:39][CH2:38][N:37]([C:40](=[O:42])[CH3:41])[CH2:36][CH2:35]7)=[CH:43][CH:44]=6)=[CH:27][N:28]=5)[CH2:20][CH2:19][O:18]4)[N:14]=[N:15][C:10]3=[N:9][CH:8]=2)[CH:4]=[N:3]1. The yield is 0.900. (2) The yield is 0.770. The product is [Br:1][C:2]1[CH:7]=[CH:6][N:5]=[C:4]2[N:8]([S:12]([C:15]3[CH:20]=[CH:19][CH:18]=[CH:17][CH:16]=3)(=[O:14])=[O:13])[C:9]([C:27]3[CH:26]=[CH:25][CH:24]=[C:23]([CH:21]=[O:22])[CH:28]=3)=[CH:10][C:3]=12. The reactants are [Br:1][C:2]1[CH:7]=[CH:6][N:5]=[C:4]2[N:8]([S:12]([C:15]3[CH:20]=[CH:19][CH:18]=[CH:17][CH:16]=3)(=[O:14])=[O:13])[C:9](I)=[CH:10][C:3]=12.[CH:21]([C:23]1[CH:24]=[C:25](B(O)O)[CH:26]=[CH:27][CH:28]=1)=[O:22].C(=O)(O)[O-].[Na+]. The catalyst is C1C=CC([P]([Pd]([P](C2C=CC=CC=2)(C2C=CC=CC=2)C2C=CC=CC=2)([P](C2C=CC=CC=2)(C2C=CC=CC=2)C2C=CC=CC=2)[P](C2C=CC=CC=2)(C2C=CC=CC=2)C2C=CC=CC=2)(C2C=CC=CC=2)C2C=CC=CC=2)=CC=1.CN(C)C=O. (3) The reactants are [CH3:1][N:2]([CH3:45])[CH2:3][C:4]([N:6]1[C:14]2[C:9](=[CH:10][CH:11]=[C:12]([NH:15][C:16]3[N:29]4[C:20](=[N:21][C:22]5[C:27]([C:28]4=[O:30])=[C:26]([F:31])[CH:25]=[CH:24][CH:23]=5)[C:19]4[CH:32]=[CH:33][N:34](S(C5C=CC(C)=CC=5)(=O)=O)[C:18]=4[N:17]=3)[CH:13]=2)[CH2:8][CH2:7]1)=[O:5].[CH3:46][NH2:47].C1COCC1.C(=O)(O)[O-].[Na+].CCOC(C)=O. The catalyst is O1CCCC1. The product is [CH3:1][N:2]([CH3:45])[CH2:3][C:4]([N:6]1[C:14]2[C:9](=[CH:10][CH:11]=[C:12]([NH:15][C:16]3[NH:17][C:18]4=[N:34][CH:33]=[CH:32][C:19]4=[C:20]([NH:21][C:22]4[CH:23]=[CH:24][CH:25]=[C:26]([F:31])[C:27]=4[C:28]([NH:47][CH3:46])=[O:30])[N:29]=3)[CH:13]=2)[CH2:8][CH2:7]1)=[O:5]. The yield is 0.411.